Regression. Given a peptide amino acid sequence and an MHC pseudo amino acid sequence, predict their binding affinity value. This is MHC class I binding data. From a dataset of Peptide-MHC class I binding affinity with 185,985 pairs from IEDB/IMGT. (1) The peptide sequence is FLKEMGGL. The MHC is HLA-A02:03 with pseudo-sequence HLA-A02:03. The binding affinity (normalized) is 0.585. (2) The peptide sequence is FTILCLVPAY. The MHC is HLA-A26:01 with pseudo-sequence HLA-A26:01. The binding affinity (normalized) is 0.782. (3) The MHC is HLA-A03:01 with pseudo-sequence HLA-A03:01. The binding affinity (normalized) is 0.672. The peptide sequence is ALAFHLTSR. (4) The peptide sequence is YMSALNHTK. The MHC is HLA-A11:01 with pseudo-sequence HLA-A11:01. The binding affinity (normalized) is 0.641. (5) The peptide sequence is MMISAGFSL. The MHC is HLA-A02:06 with pseudo-sequence HLA-A02:06. The binding affinity (normalized) is 1.00. (6) The peptide sequence is KGIHPQNHL. The MHC is HLA-B58:01 with pseudo-sequence HLA-B58:01. The binding affinity (normalized) is 0.0847. (7) The peptide sequence is CLYPWAIFH. The MHC is HLA-A30:01 with pseudo-sequence HLA-A30:01. The binding affinity (normalized) is 0.0847.